This data is from Catalyst prediction with 721,799 reactions and 888 catalyst types from USPTO. The task is: Predict which catalyst facilitates the given reaction. (1) Reactant: C(O[C:6](=O)[N:7]([C@H:9]([C:14]([N:16]1[CH2:21][CH2:20][C:19](=[N:22][O:23][CH2:24][C:25]2[CH:30]=[CH:29][CH:28]=[C:27]([Cl:31])[CH:26]=2)[CH2:18][CH2:17]1)=[O:15])[CH2:10][CH:11]([CH3:13])[CH3:12])C)(C)(C)C.Cl. Product: [ClH:31].[Cl:31][C:27]1[CH:26]=[C:25]([CH:30]=[CH:29][CH:28]=1)[CH2:24][O:23][N:22]=[C:19]1[CH2:18][CH2:17][N:16]([C:14](=[O:15])[C@@H:9]([NH:7][CH3:6])[CH2:10][CH:11]([CH3:13])[CH3:12])[CH2:21][CH2:20]1. The catalyst class is: 13. (2) Product: [C:2]([O:5][C:6](=[O:7])[NH:8][CH:9]([CH:10]1[CH2:11][CH2:12][CH2:13][CH2:14][CH2:15]1)[C:16](=[O:18])[N:21]([O:22][CH3:23])[CH3:20])([CH3:1])([CH3:3])[CH3:4]. The catalyst class is: 91. Reactant: [CH3:1][C:2]([O:5][C:6]([NH:8][C@@H:9]([C:16]([OH:18])=O)[CH:10]1[CH2:15][CH2:14][CH2:13][CH2:12][CH2:11]1)=[O:7])([CH3:4])[CH3:3].Cl.[CH3:20][NH:21][O:22][CH3:23].C1C=CC2N(O)N=NC=2C=1.CNC(N=C=NCC)CCNC. (3) Reactant: [C:1]([N:4]1[C:13]2[N:12]=[CH:11][C:10]([C:14]3[CH:15]=[C:16]([CH2:20][O:21][CH2:22][C:23]([OH:25])=O)[CH:17]=[N:18][CH:19]=3)=[CH:9][C:8]=2[CH2:7][CH2:6][CH2:5]1)(=[O:3])[NH2:2].CN(C(ON1N=N[C:36]2[CH:37]=[CH:38][CH:39]=[N:40][C:35]1=2)=[N+](C)C)C.F[P-](F)(F)(F)(F)F.N1CCCCC1.CCN(C(C)C)C(C)C. Product: [O:25]=[C:23]([N:40]1[CH2:35][CH2:36][CH2:37][CH2:38][CH2:39]1)[CH2:22][O:21][CH2:20][C:16]1[CH:15]=[C:14]([C:10]2[CH:9]=[C:8]3[C:13](=[N:12][CH:11]=2)[N:4]([C:1]([NH2:2])=[O:3])[CH2:5][CH2:6][CH2:7]3)[CH:19]=[N:18][CH:17]=1. The catalyst class is: 3. (4) Reactant: [Cl:1][C:2]1[CH:3]=[CH:4][C:5]2[C:15](=[C:16]3[CH2:21][CH2:20][N:19]([C:22]([CH2:24][C:25]4[CH:26]=[N:27][CH:28]=[CH:29][CH:30]=4)=O)[CH2:18][CH2:17]3)[C:10]3=[N:11][CH:12]=[CH:13][CH:14]=[C:9]3[CH2:8][CH2:7][C:6]=2[CH:31]=1.COC1C=CC(P2(=S)SP(=S)(C3C=CC(OC)=CC=3)[S:41]2)=CC=1. Product: [Cl:1][C:2]1[CH:3]=[CH:4][C:5]2[C:15](=[C:16]3[CH2:21][CH2:20][N:19]([C:22]([CH2:24][C:25]4[CH:26]=[N:27][CH:28]=[CH:29][CH:30]=4)=[S:41])[CH2:18][CH2:17]3)[C:10]3=[N:11][CH:12]=[CH:13][CH:14]=[C:9]3[CH2:8][CH2:7][C:6]=2[CH:31]=1. The catalyst class is: 11. (5) Reactant: [ClH:1].[CH3:2][N:3]([CH2:5][C:6]1[C:14]2[O:13][N:12]=[C:11]([CH2:15][CH2:16][CH:17]3[CH2:22][CH2:21][N:20]([CH2:23][C:24]4[CH:29]=[CH:28][CH:27]=[CH:26][CH:25]=4)[CH2:19][CH2:18]3)[C:10]=2[CH:9]=[CH:8][C:7]=1[O:30][CH2:31][C:32]1[CH:37]=[CH:36][C:35]([F:38])=[CH:34][CH:33]=1)[CH3:4]. Product: [ClH:1].[ClH:1].[CH3:2][N:3]([CH2:5][C:6]1[C:14]2[O:13][N:12]=[C:11]([CH2:15][CH2:16][CH:17]3[CH2:18][CH2:19][N:20]([CH2:23][C:24]4[CH:25]=[CH:26][CH:27]=[CH:28][CH:29]=4)[CH2:21][CH2:22]3)[C:10]=2[CH:9]=[CH:8][C:7]=1[O:30][CH2:31][C:32]1[CH:37]=[CH:36][C:35]([F:38])=[CH:34][CH:33]=1)[CH3:4]. The catalyst class is: 83.